This data is from Full USPTO retrosynthesis dataset with 1.9M reactions from patents (1976-2016). The task is: Predict the reactants needed to synthesize the given product. (1) The reactants are: Br[C:2]1[C:6]([Br:7])=[C:5]([Br:8])[S:4][C:3]=1[N+:9]([O-:11])=[O:10].[Cu][C:13]#[N:14].O.C(OCC)(=O)C. Given the product [Br:7][C:6]1[C:2]([C:13]#[N:14])=[C:3]([N+:9]([O-:11])=[O:10])[S:4][C:5]=1[Br:8], predict the reactants needed to synthesize it. (2) Given the product [CH3:9][NH+:10]([CH2:11][CH2:12][CH2:13][CH2:14][CH2:15][CH2:16][CH2:17][CH2:18][CH2:19][CH2:20][CH2:21][CH2:22][CH2:23][CH3:24])[CH2:3][CH2:4][S:5]([O-:8])(=[O:7])=[O:6], predict the reactants needed to synthesize it. The reactants are: [Na].Br[CH2:3][CH2:4][S:5]([O-:8])(=[O:7])=[O:6].[CH3:9][NH:10][CH2:11][CH2:12][CH2:13][CH2:14][CH2:15][CH2:16][CH2:17][CH2:18][CH2:19][CH2:20][CH2:21][CH2:22][CH2:23][CH3:24].C([O-])([O-])=O.[K+].[K+]. (3) The reactants are: [Cl:1][C:2]1[CH:10]=[C:9]2[C:5]([CH:6]=[C:7]([C:11](=[O:28])[NH:12][CH:13]([C:18]3[CH:23]=[CH:22][CH:21]=[C:20]([C:24]([F:27])([F:26])[F:25])[CH:19]=3)[C:14]([F:17])([F:16])[F:15])[NH:8]2)=[CH:4][C:3]=1[C:29]([OH:31])=O.Cl.[NH2:33][C:34]1([C:37]#[N:38])[CH2:36][CH2:35]1.F[P-](F)(F)(F)(F)F.N1(OC(N(C)C)=[N+](C)C)C2C=CC=CC=2N=N1.CN1CCOCC1. Given the product [Cl:1][C:2]1[CH:10]=[C:9]2[C:5]([CH:6]=[C:7]([C:11]([NH:12][CH:13]([C:18]3[CH:23]=[CH:22][CH:21]=[C:20]([C:24]([F:26])([F:27])[F:25])[CH:19]=3)[C:14]([F:16])([F:17])[F:15])=[O:28])[NH:8]2)=[CH:4][C:3]=1[C:29]([NH:33][C:34]1([C:37]#[N:38])[CH2:36][CH2:35]1)=[O:31], predict the reactants needed to synthesize it. (4) Given the product [CH2:26]([O:25][C:23](=[O:24])[CH2:22][C:18]1[CH2:17][CH2:16][CH2:15][C:14](=[O:19])[C:13]=1[OH:20])[CH3:27], predict the reactants needed to synthesize it. The reactants are: C([Li])CCC.C(NC(C)C)(C)C.[C:13]1(=[O:20])[CH2:18][CH2:17][CH2:16][CH2:15][C:14]1=[O:19].Br[CH2:22][C:23]([O:25][CH2:26][CH3:27])=[O:24]. (5) Given the product [F:56][C:19]([F:18])([F:57])[C:20]1[CH:21]=[C:22]([CH2:30][O:31][CH:32]2[CH2:38][CH2:37][CH:36]3[N:39]([CH2:40][CH:41]=[CH2:42])[C:33]2([C:50]2[CH:51]=[CH:52][CH:53]=[CH:54][CH:55]=2)[CH2:34][CH:35]3[C:43]([O:45][C:46]([CH3:47])([CH3:48])[CH3:49])=[O:44])[CH:23]=[C:24]([C:26]([F:27])([F:28])[F:29])[CH:25]=1, predict the reactants needed to synthesize it. The reactants are: C[Si]([N-][Si](C)(C)C)(C)C.[K+].C1(C)C=CC=CC=1.[F:18][C:19]([F:57])([F:56])[C:20]1[CH:21]=[C:22]([CH2:30][O:31][C@@H:32]2[CH2:38][CH2:37][C@@H:36]3[N:39]([CH2:40][CH:41]=[CH2:42])[C@@:33]2([C:50]2[CH:55]=[CH:54][CH:53]=[CH:52][CH:51]=2)[CH2:34][C@H:35]3[C:43]([O:45][C:46]([CH3:49])([CH3:48])[CH3:47])=[O:44])[CH:23]=[C:24]([C:26]([F:29])([F:28])[F:27])[CH:25]=1. (6) Given the product [C:21]1([CH:17]2[O:18][CH2:19][CH2:20][N:15]([C:12]3[CH:11]=[CH:10][C:9]([OH:8])=[CH:14][CH:13]=3)[CH2:16]2)[CH:22]=[CH:23][CH:24]=[CH:25][CH:26]=1, predict the reactants needed to synthesize it. The reactants are: C([O:8][C:9]1[CH:14]=[CH:13][C:12]([N:15]2[CH2:20][CH2:19][O:18][CH:17]([C:21]3[CH:26]=[CH:25][CH:24]=[CH:23][CH:22]=3)[CH2:16]2)=[CH:11][CH:10]=1)C1C=CC=CC=1. (7) Given the product [CH3:18][C:27]([O:7][C:6]([NH:5][C@H:9]1[CH2:14][CH2:13][N:12]([CH2:33][CH:28]([C:27]2[C:26]3[C:21](=[CH:22][CH:23]=[C:24]([O:34][CH3:35])[N:25]=3)[N:20]=[CH:19][C:18]=2[F:17])[C:29]([O:31][CH3:32])=[O:30])[CH2:11][C@H:10]1[O:15][CH3:16])=[O:8])([CH3:28])[CH3:26], predict the reactants needed to synthesize it. The reactants are: CC([N:5]([C@H:9]1[CH2:14][CH2:13][NH:12][CH2:11][C@H:10]1[O:15][CH3:16])[C:6](=[O:8])[O-:7])(C)C.[F:17][C:18]1[CH:19]=[N:20][C:21]2[C:26]([C:27]=1[C:28](=[CH2:33])[C:29]([O:31][CH3:32])=[O:30])=[N:25][C:24]([O:34][CH3:35])=[CH:23][CH:22]=2. (8) Given the product [OH:31][NH:32][C:27]([C@H:5]1[CH2:4][C@H:3]([O:2][CH3:1])[CH2:8][N:7]([C:9]([O:11][CH3:12])=[O:10])[C@@H:6]1[C:13]([N:15]1[CH2:16][CH2:17][N:18]([C:21]2[CH:26]=[CH:25][CH:24]=[CH:23][CH:22]=2)[CH2:19][CH2:20]1)=[O:14])=[O:28], predict the reactants needed to synthesize it. The reactants are: [CH3:1][O:2][C@@H:3]1[CH2:8][N:7]([C:9]([O:11][CH3:12])=[O:10])[C@H:6]([C:13]([N:15]2[CH2:20][CH2:19][N:18]([C:21]3[CH:26]=[CH:25][CH:24]=[CH:23][CH:22]=3)[CH2:17][CH2:16]2)=[O:14])[C@@H:5]([C:27](OC)=[O:28])[CH2:4]1.[OH:31][NH2:32].Cl.NO.C[O-].[Na+].Cl. (9) Given the product [C:15]1([CH3:18])[CH:14]=[CH:13][C:12]([C:10]2[O:11][C:7]3[CH:6]=[CH:5][C:4]([NH2:1])=[CH:19][C:8]=3[N:9]=2)=[CH:17][CH:16]=1, predict the reactants needed to synthesize it. The reactants are: [N+:1]([C:4]1[CH:5]=[CH:6][C:7]2[O:11][C:10]([C:12]3[CH:17]=[CH:16][C:15]([CH3:18])=[CH:14][CH:13]=3)=[N:9][C:8]=2[CH:19]=1)([O-])=O. (10) Given the product [CH:3]12[O:10][CH:2]1[CH2:1][C:9]1[C:4]2=[CH:5][CH:6]=[CH:7][CH:8]=1, predict the reactants needed to synthesize it. The reactants are: [CH2:1]1[C:9]2[C:4](=[CH:5][CH:6]=[CH:7][CH:8]=2)[C@H:3]([OH:10])[C@H:2]1Br.